Dataset: TCR-epitope binding with 47,182 pairs between 192 epitopes and 23,139 TCRs. Task: Binary Classification. Given a T-cell receptor sequence (or CDR3 region) and an epitope sequence, predict whether binding occurs between them. (1) The epitope is FRYMNSQGL. Result: 0 (the TCR does not bind to the epitope). The TCR CDR3 sequence is CSASVGTAETQYF. (2) The epitope is GTITSGWTF. The TCR CDR3 sequence is CASSLLGSPLHF. Result: 0 (the TCR does not bind to the epitope). (3) The TCR CDR3 sequence is CASSQDHETPSSYEQYF. The epitope is ATDALMTGY. Result: 0 (the TCR does not bind to the epitope). (4) The epitope is NYSGVVTTVMF. The TCR CDR3 sequence is CSKTSGLYNEQFF. Result: 0 (the TCR does not bind to the epitope). (5) The epitope is RLQSLQTYV. The TCR CDR3 sequence is CASSPGTGWAEAFF. Result: 1 (the TCR binds to the epitope). (6) The TCR CDR3 sequence is CASSHGVEEYF. The epitope is TAFTIPSI. Result: 0 (the TCR does not bind to the epitope). (7) The epitope is SFHSLHLLF. The TCR CDR3 sequence is CASSRTRAGGPQHF. Result: 0 (the TCR does not bind to the epitope). (8) The epitope is YIFFASFYY. The TCR CDR3 sequence is CASSLEAGSDSPLHF. Result: 0 (the TCR does not bind to the epitope). (9) The epitope is TPINLVRDL. The TCR CDR3 sequence is CASSQVEMRQGAWSPLHF. Result: 1 (the TCR binds to the epitope). (10) The TCR CDR3 sequence is CASSYSSARQETQYF. Result: 0 (the TCR does not bind to the epitope). The epitope is LEPLVDLPI.